From a dataset of Forward reaction prediction with 1.9M reactions from USPTO patents (1976-2016). Predict the product of the given reaction. Given the reactants [C:1]([C:5]1[CH:10]=[CH:9][CH:8]=[CH:7][C:6]=1[N:11]1[CH2:16][CH2:15][N:14]([C:17]([C:19]2[CH:24]=[CH:23][C:22]([O:25][CH2:26][CH:27]3[CH2:32][CH2:31][NH:30][CH2:29][CH2:28]3)=[CH:21][CH:20]=2)=[O:18])[CH2:13][CH2:12]1)([CH3:4])([CH3:3])[CH3:2].Cl[C:34](=[O:39])[C:35]([O:37][CH3:38])=[O:36].C(N(CC)CC)C.O, predict the reaction product. The product is: [C:1]([C:5]1[CH:10]=[CH:9][CH:8]=[CH:7][C:6]=1[N:11]1[CH2:12][CH2:13][N:14]([C:17]([C:19]2[CH:20]=[CH:21][C:22]([O:25][CH2:26][CH:27]3[CH2:32][CH2:31][N:30]([C:34](=[O:39])[C:35]([O:37][CH3:38])=[O:36])[CH2:29][CH2:28]3)=[CH:23][CH:24]=2)=[O:18])[CH2:15][CH2:16]1)([CH3:4])([CH3:2])[CH3:3].